This data is from Reaction yield outcomes from USPTO patents with 853,638 reactions. The task is: Predict the reaction yield, written as a fraction of the theoretical maximum amount of product (1.0 means a 100% yield; for example, 0.34 means a 34% yield). The reactants are [C:1]([O:5][C:6]([N:8]1[CH2:13][CH2:12][CH:11]([C:14]#[CH:15])[CH2:10][CH2:9]1)=[O:7])([CH3:4])([CH3:3])[CH3:2].[Cl:16][C:17]1[C:26]2[C:21](=[CH:22][CH:23]=[C:24](I)[CH:25]=2)[N:20]=[CH:19][N:18]=1.C(NC(C)C)(C)C. The catalyst is C1COCC1.[Cu]I. The product is [C:1]([O:5][C:6]([N:8]1[CH2:13][CH2:12][CH:11]([C:14]#[C:15][C:24]2[CH:25]=[C:26]3[C:21](=[CH:22][CH:23]=2)[N:20]=[CH:19][N:18]=[C:17]3[Cl:16])[CH2:10][CH2:9]1)=[O:7])([CH3:4])([CH3:3])[CH3:2]. The yield is 0.940.